Dataset: Full USPTO retrosynthesis dataset with 1.9M reactions from patents (1976-2016). Task: Predict the reactants needed to synthesize the given product. Given the product [Cl:1][C:2]1[N:7]=[CH:6][C:5]([S:8]([N:11]2[CH2:12][CH2:13][NH:14][CH:23]([C:24]#[C:25][CH3:26])[CH2:22]2)(=[O:10])=[O:9])=[CH:4][CH:3]=1, predict the reactants needed to synthesize it. The reactants are: [Cl:1][C:2]1[N:7]=[CH:6][C:5]([S:8]([N:11]([CH2:22][C:23](=O)[C:24]#[C:25][CH3:26])[CH2:12][CH2:13][NH:14]C(=O)OC(C)(C)C)(=[O:10])=[O:9])=[CH:4][CH:3]=1.C(O)(C(F)(F)F)=O.C(O[BH-](OC(=O)C)OC(=O)C)(=O)C.[Na+].CO.